Task: Predict the reactants needed to synthesize the given product.. Dataset: Full USPTO retrosynthesis dataset with 1.9M reactions from patents (1976-2016) (1) Given the product [Cl:1][C:2]1[C:7]([Cl:8])=[C:6]([OH:9])[CH:5]=[CH:4][C:3]=1[CH2:10][CH2:11][C:12]([O:14][CH2:15][CH3:16])=[O:13], predict the reactants needed to synthesize it. The reactants are: [Cl:1][C:2]1[C:7]([Cl:8])=[C:6]([OH:9])[CH:5]=[CH:4][C:3]=1/[CH:10]=[CH:11]\[C:12]([O:14][CH2:15][CH3:16])=[O:13].S(NN)(C1C=CC(C)=CC=1)(=O)=O.CC([O-])=O.[Na+].COCCOC. (2) Given the product [Cl:1][C:2]1[CH:3]=[N+:4]([O-:27])[CH:5]=[C:6]([Cl:26])[C:7]=1[CH2:8][C@@H:9]([C:11]1[CH:16]=[CH:15][C:14]([O:17][CH:18]([F:20])[F:19])=[C:13]([O:21][CH2:22][CH:23]2[CH2:25][CH2:24]2)[CH:12]=1)[O:10][C:44](=[O:45])[C@H:43]([N:33]([CH3:32])[S:34]([C:37]1[CH:42]=[CH:41][CH:40]=[CH:39][CH:38]=1)(=[O:36])=[O:35])[CH3:47], predict the reactants needed to synthesize it. The reactants are: [Cl:1][C:2]1[CH:3]=[N+:4]([O-:27])[CH:5]=[C:6]([Cl:26])[C:7]=1[CH2:8][C@@H:9]([C:11]1[CH:16]=[CH:15][C:14]([O:17][CH:18]([F:20])[F:19])=[C:13]([O:21][CH2:22][CH:23]2[CH2:25][CH2:24]2)[CH:12]=1)[OH:10].C(Cl)CCl.[CH3:32][N:33]([C@H:43]([CH3:47])[C:44](O)=[O:45])[S:34]([C:37]1[CH:42]=[CH:41][CH:40]=[CH:39][CH:38]=1)(=[O:36])=[O:35]. (3) Given the product [ClH:18].[ClH:18].[CH:14]1([N:11]2[CH2:12][CH2:13][NH:8][CH2:9][CH2:10]2)[CH2:17][CH2:16][CH2:15]1, predict the reactants needed to synthesize it. The reactants are: C(OC([N:8]1[CH2:13][CH2:12][N:11]([CH:14]2[CH2:17][CH2:16][CH2:15]2)[CH2:10][CH2:9]1)=O)(C)(C)C.[ClH:18]. (4) Given the product [N:1]1([C:7]([N:9]2[CH2:14][CH:13]([C:15]3[CH:16]=[CH:17][C:18]([O:21][C:22]([F:23])([F:25])[F:24])=[CH:19][CH:20]=3)[CH2:12][CH:11]([C:26]3[O:28][N:36]=[C:30]([C:31]([O:33][CH2:34][CH3:35])=[O:32])[N:29]=3)[CH2:10]2)=[O:8])[CH2:2][CH2:3][O:4][CH2:5][CH2:6]1, predict the reactants needed to synthesize it. The reactants are: [N:1]1([C:7]([N:9]2[CH2:14][CH:13]([C:15]3[CH:20]=[CH:19][C:18]([O:21][C:22]([F:25])([F:24])[F:23])=[CH:17][CH:16]=3)[CH2:12][CH:11]([C:26]([OH:28])=O)[CH2:10]2)=[O:8])[CH2:6][CH2:5][O:4][CH2:3][CH2:2]1.[NH2:29][C:30](=[N:36]O)[C:31]([O:33][CH2:34][CH3:35])=[O:32]. (5) The reactants are: [Br:1][C:2]1[CH:10]=[C:9]2[C:5]([C:6]([CH3:13])([CH3:12])[C:7](=[O:11])[NH:8]2)=[CH:4][CH:3]=1.C[Si]([N-][Si](C)(C)C)(C)C.[Na+].Cl[CH2:25][O:26][CH2:27][CH2:28][Si:29]([CH3:32])([CH3:31])[CH3:30]. Given the product [Br:1][C:2]1[CH:10]=[C:9]2[C:5]([C:6]([CH3:13])([CH3:12])[C:7](=[O:11])[N:8]2[CH2:25][O:26][CH2:27][CH2:28][Si:29]([CH3:32])([CH3:31])[CH3:30])=[CH:4][CH:3]=1, predict the reactants needed to synthesize it.